This data is from Catalyst prediction with 721,799 reactions and 888 catalyst types from USPTO. The task is: Predict which catalyst facilitates the given reaction. (1) Reactant: [Cl:1][C:2]1[CH:3]=[C:4]([NH:9][C:10]2[N:15]=[C:14]([NH:16][CH2:17][CH2:18][CH2:19][O:20][CH3:21])[C:13]([C:22](=[S:24])[NH2:23])=[CH:12][N:11]=2)[CH:5]=[CH:6][C:7]=1[F:8].[CH3:25][O:26][C:27](=[O:33])[CH:28](Cl)[C:29]([CH3:31])=O. Product: [Cl:1][C:2]1[CH:3]=[C:4]([NH:9][C:10]2[N:15]=[C:14]([NH:16][CH2:17][CH2:18][CH2:19][O:20][CH3:21])[C:13]([C:22]3[S:24][C:28]([C:27]([O:26][CH3:25])=[O:33])=[C:29]([CH3:31])[N:23]=3)=[CH:12][N:11]=2)[CH:5]=[CH:6][C:7]=1[F:8]. The catalyst class is: 8. (2) Reactant: [Cl-].O[NH3+:3].[C:4](=[O:7])([O-])[OH:5].[Na+].CS(C)=O.[CH2:13]([C:17]1[N:21]([CH2:22][C:23]2[CH:28]=[CH:27][C:26]([C:29]3[C:30]([C:35]#[N:36])=[CH:31][CH:32]=[CH:33][CH:34]=3)=[CH:25][CH:24]=2)[C:20](=[O:37])[N:19]([CH2:38][CH:39]2[CH2:44][CH2:43][CH2:42][CH2:41][O:40]2)[N:18]=1)[CH2:14][CH2:15][CH3:16]. Product: [CH2:13]([C:17]1[N:21]([CH2:22][C:23]2[CH:24]=[CH:25][C:26]([C:29]3[CH:34]=[CH:33][CH:32]=[CH:31][C:30]=3[C:35]3[NH:3][C:4](=[O:7])[O:5][N:36]=3)=[CH:27][CH:28]=2)[C:20](=[O:37])[N:19]([CH2:38][CH:39]2[CH2:44][CH2:43][CH2:42][CH2:41][O:40]2)[N:18]=1)[CH2:14][CH2:15][CH3:16]. The catalyst class is: 13.